This data is from Forward reaction prediction with 1.9M reactions from USPTO patents (1976-2016). The task is: Predict the product of the given reaction. (1) Given the reactants [CH2:1]([O:8][C:9]1[C:14]([CH3:15])=[CH:13][C:12]([C:16]2[CH:21]=[CH:20][C:19]([C:22]([OH:24])=[O:23])=[C:18](F)[CH:17]=2)=[CH:11][C:10]=1[CH3:26])[C:2]1[CH:7]=[CH:6][CH:5]=[CH:4][CH:3]=1.[CH:27]([Mg]Cl)([CH3:29])[CH3:28].Cl, predict the reaction product. The product is: [CH2:1]([O:8][C:9]1[C:14]([CH3:15])=[CH:13][C:12]([C:16]2[CH:21]=[CH:20][C:19]([C:22]([OH:24])=[O:23])=[C:18]([CH:27]([CH3:29])[CH3:28])[CH:17]=2)=[CH:11][C:10]=1[CH3:26])[C:2]1[CH:7]=[CH:6][CH:5]=[CH:4][CH:3]=1. (2) Given the reactants [Cl:1][C:2]1[C:3]([F:39])=[C:4]([C@@H:8]2[C@:12]([C:15]3[CH:20]=[CH:19][C:18]([Cl:21])=[CH:17][C:16]=3[F:22])([C:13]#[N:14])[C@H:11]([CH2:23][C:24]([CH3:27])([CH3:26])[CH3:25])[NH:10][C@H:9]2[C:28]([NH:30][C:31]2[O:35][C:34]([C:36](O)=[O:37])=[CH:33][CH:32]=2)=[O:29])[CH:5]=[CH:6][CH:7]=1.[NH4+].[Cl-].CC[N:44]=C=NCCCN(C)C.C1C=CC2N(O)N=NC=2C=1.CCN(CC)CC, predict the reaction product. The product is: [Cl:1][C:2]1[C:3]([F:39])=[C:4]([C@@H:8]2[C@:12]([C:15]3[CH:20]=[CH:19][C:18]([Cl:21])=[CH:17][C:16]=3[F:22])([C:13]#[N:14])[C@H:11]([CH2:23][C:24]([CH3:27])([CH3:25])[CH3:26])[NH:10][C@H:9]2[C:28]([NH:30][C:31]2[O:35][C:34]([C:36]([NH2:44])=[O:37])=[CH:33][CH:32]=2)=[O:29])[CH:5]=[CH:6][CH:7]=1. (3) Given the reactants CO[CH:3](OC)[CH2:4][C:5]([CH3:11])=[C:6]([C:9]#[N:10])[C:7]#[N:8].C(C(C#N)=C(C)C=C[O:20]C)#N.S(=O)(=O)(O)O, predict the reaction product. The product is: [C:7]([C:6]1[C:9](=[O:20])[NH:10][CH:3]=[CH:4][C:5]=1[CH3:11])#[N:8]. (4) Given the reactants [CH3:1][O:2][C:3]1[CH:4]=[C:5]2[C:10](=[CH:11][CH:12]=1)[O:9][CH:8]([C:13]1[CH:18]=[CH:17][C:16]([O:19][CH2:20][C@@H:21]([N:23]3[CH2:27][CH2:26][C@@H:25]([CH3:28])[CH2:24]3)[CH3:22])=[CH:15][CH:14]=1)[CH2:7][C:6]2=[O:29].F[B-](F)(F)F.C([PH+](C(C)(C)C)C(C)(C)C)(C)(C)C.C(=O)(O)[O-].[K+].Br[C:54]1[CH:66]=[CH:65][C:57]([O:58][CH:59]2[CH2:64][CH2:63][CH2:62][CH2:61][O:60]2)=[CH:56][CH:55]=1, predict the reaction product. The product is: [CH3:1][O:2][C:3]1[CH:4]=[C:5]2[C:10](=[CH:11][CH:12]=1)[O:9][CH:8]([C:13]1[CH:14]=[CH:15][C:16]([O:19][CH2:20][C@@H:21]([N:23]3[CH2:27][CH2:26][C@@H:25]([CH3:28])[CH2:24]3)[CH3:22])=[CH:17][CH:18]=1)[CH:7]([C:54]1[CH:66]=[CH:65][C:57]([O:58][CH:59]3[CH2:64][CH2:63][CH2:62][CH2:61][O:60]3)=[CH:56][CH:55]=1)[C:6]2=[O:29]. (5) Given the reactants [NH2:1][C:2]1[CH:7]=[CH:6][C:5]([C:8]2[CH:16]=[CH:15][C:14]([C:17]3[NH:18][C:19]([CH3:22])=[CH:20][N:21]=3)=[C:13]3[C:9]=2[CH2:10][NH:11][C:12]3=[O:23])=[C:4]([F:24])[CH:3]=1.[C:25](Cl)(=O)[O:26]C1C=CC([N+]([O-])=O)=CC=1.[F:38][C:39]([F:48])([F:47])[C:40]1[CH:46]=[CH:45][CH:44]=[CH:43][C:41]=1[NH2:42].C([O-])(O)=O.[Na+], predict the reaction product. The product is: [F:24][C:4]1[CH:3]=[C:2]([NH:1][C:25]([NH:42][C:41]2[CH:43]=[CH:44][CH:45]=[CH:46][C:40]=2[C:39]([F:47])([F:48])[F:38])=[O:26])[CH:7]=[CH:6][C:5]=1[C:8]1[CH:16]=[CH:15][C:14]([C:17]2[NH:18][C:19]([CH3:22])=[CH:20][N:21]=2)=[C:13]2[C:9]=1[CH2:10][NH:11][C:12]2=[O:23]. (6) Given the reactants [Cl:1][C:2]1[CH:7]=[CH:6][C:5]([C:8]2([C:12]3[C:21]4[C:16](=[CH:17][C:18]([O:22][CH2:23][CH2:24][NH:25][S:26]([CH2:29][CH2:30][CH3:31])(=[O:28])=[O:27])=[CH:19][CH:20]=4)[CH2:15][CH2:14][N:13]=3)[CH2:11][CH2:10][CH2:9]2)=[CH:4][CH:3]=1.O.[BH4-].[Na+], predict the reaction product. The product is: [ClH:1].[Cl:1][C:2]1[CH:7]=[CH:6][C:5]([C:8]2([CH:12]3[C:21]4[C:16](=[CH:17][C:18]([O:22][CH2:23][CH2:24][NH:25][S:26]([CH2:29][CH2:30][CH3:31])(=[O:27])=[O:28])=[CH:19][CH:20]=4)[CH2:15][CH2:14][NH:13]3)[CH2:9][CH2:10][CH2:11]2)=[CH:4][CH:3]=1. (7) Given the reactants C(=O)([O-])[O-].[K+].[K+].[CH3:7][N:8]1[CH2:13][CH2:12][N:11]([C:14]([O:16][C@@H:17]2[N:26]([C:27]3[CH:28]=[CH:29][C:30]([Cl:33])=[CH:31][N:32]=3)[C:24](=[O:25])[C:19]3[N:20]=[CH:21][CH:22]=[N:23][C:18]2=3)=[O:15])[CH2:10][CH2:9]1.C(N[C@@H](C([O-])=O)CC([O-])=O)(=O)C, predict the reaction product. The product is: [CH3:7][N:8]1[CH2:13][CH2:12][N:11]([C:14]([O:16][C@@H:17]2[N:26]([C:27]3[CH:28]=[CH:29][C:30]([Cl:33])=[CH:31][N:32]=3)[C:24](=[O:25])[C:19]3[N:20]=[CH:21][CH:22]=[N:23][C:18]2=3)=[O:15])[CH2:10][CH2:9]1. (8) Given the reactants [Li+].[CH2:2]([O:6][C:7]1[CH:12]=[CH:11][C:10]([N:13]2[CH2:18][CH2:17][N:16]([CH2:19][CH2:20][C:21]([O-:23])=O)[CH2:15][CH2:14]2)=[CH:9][CH:8]=1)[CH:3]([CH3:5])[CH3:4].C(N(C(C)C)CC)(C)C.F[P-](F)(F)(F)(F)F.CN(C)C(ON1C2C=CC=CC=2N=N1)=[N+](C)C.Cl.[N+:58]([C:61]1[CH:66]=[CH:65][C:64]([NH:67][CH:68]2[CH2:73][CH2:72][NH:71][CH2:70][CH2:69]2)=[CH:63][C:62]=1[C:74]([F:77])([F:76])[F:75])([O-:60])=[O:59], predict the reaction product. The product is: [CH2:2]([O:6][C:7]1[CH:8]=[CH:9][C:10]([N:13]2[CH2:14][CH2:15][N:16]([CH2:19][CH2:20][C:21]([N:71]3[CH2:72][CH2:73][CH:68]([NH:67][C:64]4[CH:65]=[CH:66][C:61]([N+:58]([O-:60])=[O:59])=[C:62]([C:74]([F:75])([F:76])[F:77])[CH:63]=4)[CH2:69][CH2:70]3)=[O:23])[CH2:17][CH2:18]2)=[CH:11][CH:12]=1)[CH:3]([CH3:4])[CH3:5]. (9) Given the reactants [CH2:1]([O:3][C:4](=[O:25])[N:5]([C:14]1[CH:19]=[C:18](Cl)[N:17]=[C:16]([NH2:21])[C:15]=1[N+:22]([O-:24])=[O:23])[CH2:6][C:7]1[CH:8]=[N:9][C:10]([CH3:13])=[CH:11][CH:12]=1)[CH3:2].[CH:26]([B-](F)(F)F)=[CH2:27].[K+].C(Cl)Cl.C(N(CC)CC)C, predict the reaction product. The product is: [CH2:1]([O:3][C:4](=[O:25])[N:5]([C:14]1[CH:19]=[C:18]([CH:26]=[CH2:27])[N:17]=[C:16]([NH2:21])[C:15]=1[N+:22]([O-:24])=[O:23])[CH2:6][C:7]1[CH:8]=[N:9][C:10]([CH3:13])=[CH:11][CH:12]=1)[CH3:2]. (10) Given the reactants [CH3:1][C@H:2]1[CH2:7][CH2:6][C@H:5]([C:8]([NH:10][C:11]2[CH:15]=[CH:14][S:13][C:12]=2[C:16]([O:18][CH3:19])=[O:17])=[O:9])[CH2:4][CH2:3]1.[H-].[Na+].I[CH2:23][CH3:24], predict the reaction product. The product is: [CH2:23]([N:10]([C:8]([C@H:5]1[CH2:4][CH2:3][C@H:2]([CH3:1])[CH2:7][CH2:6]1)=[O:9])[C:11]1[CH:15]=[CH:14][S:13][C:12]=1[C:16]([O:18][CH3:19])=[O:17])[CH3:24].